Task: Predict the reaction yield, written as a fraction of the theoretical maximum amount of product (1.0 means a 100% yield; for example, 0.34 means a 34% yield).. Dataset: Reaction yield outcomes from USPTO patents with 853,638 reactions (1) The reactants are [CH3:1][O:2][Na].CO.Br[C:7]1[C:16]([OH:17])=[C:15]2[C:10]([CH:11]=[CH:12][CH:13]=[N:14]2)=[CH:9][CH:8]=1.C(N(CC([O-])=O)CC(O)=O)CN(CC([O-])=O)CC(O)=O.[Na+].[Na+].C([O-])(O)=O.[Na+]. The catalyst is CN(C=O)C.CC(O)=O.O. The product is [CH3:1][O:2][C:7]1[C:16]([OH:17])=[C:15]2[C:10]([CH:11]=[CH:12][CH:13]=[N:14]2)=[CH:9][CH:8]=1. The yield is 0.400. (2) The reactants are [H-].[Na+].[C:3]([C:7]1[CH:8]=[C:9]2[C:14](=[C:15]([F:17])[CH:16]=1)[C:13](=[O:18])[NH:12][N:11]=[CH:10]2)([CH3:6])([CH3:5])[CH3:4].[Br:19][C:20]1[CH:21]=[CH:22][C:23]([CH2:28]Br)=[C:24]([CH2:26][OH:27])[CH:25]=1. The catalyst is CN(C=O)C. The product is [Br:19][C:20]1[CH:21]=[CH:22][C:23]([CH2:28][N:12]2[N:11]=[CH:10][C:9]3[C:14](=[C:15]([F:17])[CH:16]=[C:7]([C:3]([CH3:6])([CH3:4])[CH3:5])[CH:8]=3)[C:13]2=[O:18])=[C:24]([CH2:26][OH:27])[CH:25]=1. The yield is 0.150. (3) The reactants are Cl.Cl.[CH2:3]([O:5][C:6]([C@@:8]12[CH2:26][C@H:25]1[CH:24]=[CH:23][CH2:22][CH2:21][CH2:20][CH2:19][CH2:18][C@H:17]([NH2:27])[C:16](=[O:28])[N:15]1[C@@H:11]([CH2:12][C@@H:13]([O:29][C:30]3[C:39]4[C:34](=[CH:35][C:36]([O:40][CH3:41])=[CH:37][CH:38]=4)[N:33]=[C:32]([C:42]([O:44][CH3:45])=[O:43])[CH:31]=3)[CH2:14]1)[C:10](=[O:46])[NH:9]2)=[O:7])[CH3:4].CCN(CC)CC.Cl[C:55]([O:57][CH:58]1[CH2:62][CH2:61][CH2:60][CH2:59]1)=[O:56]. The catalyst is C1COCC1. The product is [CH2:3]([O:5][C:6]([C@@:8]12[CH2:26][C@H:25]1[CH:24]=[CH:23][CH2:22][CH2:21][CH2:20][CH2:19][CH2:18][C@H:17]([NH:27][C:55]([O:57][CH:58]1[CH2:62][CH2:61][CH2:60][CH2:59]1)=[O:56])[C:16](=[O:28])[N:15]1[C@@H:11]([CH2:12][C@@H:13]([O:29][C:30]3[C:39]4[C:34](=[CH:35][C:36]([O:40][CH3:41])=[CH:37][CH:38]=4)[N:33]=[C:32]([C:42]([O:44][CH3:45])=[O:43])[CH:31]=3)[CH2:14]1)[C:10](=[O:46])[NH:9]2)=[O:7])[CH3:4]. The yield is 0.860. (4) The reactants are [Li].Br[CH2:3][CH2:4][CH2:5][CH2:6][C:7]1[CH:12]=[CH:11][CH:10]=[CH:9][CH:8]=1.[O:13]1[CH2:16][C:15](=[O:17])[CH2:14]1. The catalyst is CCOCC.C1COCC1. The product is [C:7]1([CH2:6][CH2:5][CH2:4][CH2:3][C:15]2([OH:17])[CH2:16][O:13][CH2:14]2)[CH:12]=[CH:11][CH:10]=[CH:9][CH:8]=1. The yield is 0.350. (5) The reactants are Br[C:2]1(Br)[C:10]2[C:5](=[CH:6][CH:7]=[C:8]([Cl:11])[CH:9]=2)[N:4]([CH2:12][C:13]2[C:14]([F:19])=[N:15][CH:16]=[CH:17][CH:18]=2)[C:3]1=[O:20]. The catalyst is CC(O)=O.[Zn]. The product is [Cl:11][C:8]1[CH:9]=[C:10]2[C:5](=[CH:6][CH:7]=1)[N:4]([CH2:12][C:13]1[C:14]([F:19])=[N:15][CH:16]=[CH:17][CH:18]=1)[C:3](=[O:20])[CH2:2]2. The yield is 0.350. (6) The reactants are CN(P(N(C)C)(N(C)C)=O)C.[CH2:12]([O:19][C:20]([CH:22]1[CH2:27][CH2:26][C:25](=O)[CH2:24][CH2:23]1)=[O:21])[C:13]1[CH:18]=[CH:17][CH:16]=[CH:15][CH:14]=1.[C:29](Br)(Br)([F:31])[F:30].O. The catalyst is C1COCC1. The product is [CH2:12]([O:19][C:20]([CH:22]1[CH2:27][CH2:26][C:25](=[C:29]([F:31])[F:30])[CH2:24][CH2:23]1)=[O:21])[C:13]1[CH:18]=[CH:17][CH:16]=[CH:15][CH:14]=1. The yield is 0.0900. (7) The reactants are [Cl:1][C:2]1[CH:3]=[CH:4][C:5]([N:16]2[CH:20]=[C:19]([Si](C)(C)C)[N:18]=[N:17]2)=[C:6]([C:8]2[CH:13]=[C:12]([O:14][CH3:15])[N:11]=[CH:10][N:9]=2)[CH:7]=1.[CH2:25]([OH:28])C#C. No catalyst specified. The product is [Cl:1][C:2]1[CH:3]=[CH:4][C:5]([N:16]2[CH:20]=[C:19]([CH2:25][OH:28])[N:18]=[N:17]2)=[C:6]([C:8]2[CH:13]=[C:12]([O:14][CH3:15])[N:11]=[CH:10][N:9]=2)[CH:7]=1. The yield is 0.525.